Dataset: TCR-epitope binding with 47,182 pairs between 192 epitopes and 23,139 TCRs. Task: Binary Classification. Given a T-cell receptor sequence (or CDR3 region) and an epitope sequence, predict whether binding occurs between them. (1) The TCR CDR3 sequence is CASSLGVGELFF. Result: 1 (the TCR binds to the epitope). The epitope is TLIGDCATV. (2) Result: 1 (the TCR binds to the epitope). The TCR CDR3 sequence is CASSTTSLSYEQYF. The epitope is FPPTSFGPL. (3) The TCR CDR3 sequence is CASRDSGTASYEQYF. The epitope is KLPDDFTGCV. Result: 1 (the TCR binds to the epitope). (4) The epitope is RLYYDSMSY. The TCR CDR3 sequence is CASSQDPGLAGGTYTGELFF. Result: 0 (the TCR does not bind to the epitope). (5) The epitope is FLPRVFSAV. The TCR CDR3 sequence is CASSQGWSEAFF. Result: 1 (the TCR binds to the epitope). (6) The epitope is TPINLVRDL. The TCR CDR3 sequence is CASSWGTGVDQPQHF. Result: 1 (the TCR binds to the epitope). (7) The epitope is HLVDFQVTI. The TCR CDR3 sequence is CASSFSLVGQGDYGYTF. Result: 1 (the TCR binds to the epitope). (8) The epitope is KLSYGIATV. The TCR CDR3 sequence is CASSLVGDGHYGYTF. Result: 1 (the TCR binds to the epitope). (9) The epitope is YLNTLTLAV. The TCR CDR3 sequence is CASTPGDRGGETQYF. Result: 0 (the TCR does not bind to the epitope). (10) The epitope is ALSKGVHFV. The TCR CDR3 sequence is CATSDPQPDSEQYF. Result: 1 (the TCR binds to the epitope).